Dataset: Forward reaction prediction with 1.9M reactions from USPTO patents (1976-2016). Task: Predict the product of the given reaction. Given the reactants Cl.[CH3:2][O:3][C:4]1[CH:5]=[CH:6][C:7]([C:10]2[CH:15]=[CH:14][C:13]([NH:16][CH2:17][C:18]3[CH:19]=[C:20]([C:24](O)=[O:25])[O:21][C:22]=3[CH3:23])=[CH:12][CH:11]=2)=[N:8][CH:9]=1.[C:27]1([CH3:37])[C:28]([S:33]([NH2:36])(=[O:35])=[O:34])=[CH:29][CH:30]=[CH:31][CH:32]=1.Cl.CN(C)CCCN=C=NCC.C(N(CC)CC)C, predict the reaction product. The product is: [CH3:2][O:3][C:4]1[CH:5]=[CH:6][C:7]([C:10]2[CH:15]=[CH:14][C:13]([NH:16][CH2:17][C:18]3[CH:19]=[C:20]([C:24]([NH:36][S:33]([C:28]4[CH:29]=[CH:30][CH:31]=[CH:32][C:27]=4[CH3:37])(=[O:34])=[O:35])=[O:25])[O:21][C:22]=3[CH3:23])=[CH:12][CH:11]=2)=[N:8][CH:9]=1.